Dataset: Full USPTO retrosynthesis dataset with 1.9M reactions from patents (1976-2016). Task: Predict the reactants needed to synthesize the given product. (1) Given the product [CH2:18]([N:14]1[CH2:15][CH2:16][CH2:17][C:11]2([CH2:10][C:9](=[O:29])[C:8]3[C:26](=[CH:27][CH:28]=[C:6](/[CH:5]=[CH:4]/[C:3]([OH:30])=[O:2])[CH:7]=3)[O:25]2)[CH2:12][CH2:13]1)[C:19]1[CH:24]=[CH:23][CH:22]=[CH:21][CH:20]=1, predict the reactants needed to synthesize it. The reactants are: C[O:2][C:3](=[O:30])/[CH:4]=[CH:5]/[C:6]1[CH:7]=[C:8]2[C:26](=[CH:27][CH:28]=1)[O:25][C:11]1([CH2:17][CH2:16][CH2:15][N:14]([CH2:18][C:19]3[CH:24]=[CH:23][CH:22]=[CH:21][CH:20]=3)[CH2:13][CH2:12]1)[CH2:10][C:9]2=[O:29].Cl. (2) Given the product [F:13][C:12]1[C:6]2[CH2:5][O:4][CH:3]([CH2:2][N:18]3[CH2:21][CH2:20][CH2:19]3)[O:8][C:7]=2[CH:9]=[C:10]([S:14]([CH3:17])(=[O:16])=[O:15])[CH:11]=1, predict the reactants needed to synthesize it. The reactants are: Br[CH2:2][CH:3]1[O:8][C:7]2[CH:9]=[C:10]([S:14]([CH3:17])(=[O:16])=[O:15])[CH:11]=[C:12]([F:13])[C:6]=2[CH2:5][O:4]1.[NH:18]1[CH2:21][CH2:20][CH2:19]1. (3) Given the product [CH2:1]([N:5]1[C:14](=[O:15])[C:13]([C:16]#[N:17])=[C:12]2[C:7]([CH:8]([OH:18])[CH2:9][CH2:10][CH2:11]2)=[CH:6]1)[CH2:2][CH2:3][CH3:4], predict the reactants needed to synthesize it. The reactants are: [CH2:1]([N:5]1[C:14](=[O:15])[C:13]([C:16]#[N:17])=[C:12]2[C:7]([C:8](=[O:18])[CH2:9][CH2:10][CH2:11]2)=[CH:6]1)[CH2:2][CH2:3][CH3:4].[BH4-].[Na+].Cl. (4) The reactants are: Cl.[NH2:2][CH2:3][CH2:4][N:5]1[C:9]2[CH:10]=[CH:11][CH:12]=[CH:13][C:8]=2[NH:7][C:6]1=[O:14].[C:15](O[C:15]([O:16][C:17]([CH3:20])([CH3:19])[CH3:18])=[O:21])(=[O:21])[O:16][C:17]([CH3:20])([CH3:19])[CH3:18]. Given the product [O:14]=[C:6]1[N:5]([CH2:4][CH2:3][NH:2][C:15](=[O:21])[O:16][C:17]([CH3:20])([CH3:19])[CH3:18])[C:9]2[CH:10]=[CH:11][CH:12]=[CH:13][C:8]=2[NH:7]1, predict the reactants needed to synthesize it. (5) Given the product [F:1][CH:2]([F:12])[C:3]1([C:7]([OH:9])=[O:8])[CH2:6][CH2:5][CH2:4]1, predict the reactants needed to synthesize it. The reactants are: [F:1][CH:2]([F:12])[C:3]1([C:7]([O:9]CC)=[O:8])[CH2:6][CH2:5][CH2:4]1.[OH-].[Na+]. (6) Given the product [C:16]([O:20][C:21]([N:23]1[CH2:28][CH2:27][CH2:26][C@@H:25]([CH2:29][NH:30][C:38]([NH:39][C:40]2[CH:45]=[C:44]([C:46]3[N:50]([CH3:51])[N:49]=[N:48][N:47]=3)[CH:43]=[C:42]([CH2:52][CH3:53])[CH:41]=2)=[O:37])[CH2:24]1)=[O:22])([CH3:19])([CH3:18])[CH3:17], predict the reactants needed to synthesize it. The reactants are: C(OC(N1CCCC(CO)C1)=O)(C)(C)C.[C:16]([O:20][C:21]([N:23]1[CH2:28][CH2:27][CH2:26][C@@H:25]([CH2:29][NH2:30])[CH2:24]1)=[O:22])([CH3:19])([CH3:18])[CH3:17].C1([O:37][C:38](=O)[NH:39][C:40]2[CH:45]=[C:44]([C:46]3[N:50]([CH3:51])[N:49]=[N:48][N:47]=3)[CH:43]=[C:42]([CH2:52][CH3:53])[CH:41]=2)C=CC=CC=1.C(N(CC)CC)C. (7) The reactants are: Cl[C:2]1[N:11]=[C:10]([C:12]([NH:14][CH2:15][C:16]2[CH:21]=[C:20]([Cl:22])[CH:19]=[C:18]([Cl:23])[CH:17]=2)=[O:13])[C:9]([OH:24])=[C:8]2[C:3]=1[CH:4]=[CH:5][CH:6]=[N:7]2.[NH:25]1[CH2:30][CH2:29][O:28][CH2:27][CH2:26]1. Given the product [Cl:23][C:18]1[CH:17]=[C:16]([CH:21]=[C:20]([Cl:22])[CH:19]=1)[CH2:15][NH:14][C:12]([C:10]1[C:9]([OH:24])=[C:8]2[C:3]([CH:4]=[CH:5][CH:6]=[N:7]2)=[C:2]([N:25]2[CH2:30][CH2:29][O:28][CH2:27][CH2:26]2)[N:11]=1)=[O:13], predict the reactants needed to synthesize it. (8) The reactants are: CN(S(F)(F)[F:5])C.[Br:8][C:9]1[N:14]=[C:13]([C:15]([C:24]2[CH:29]=[CH:28][CH:27]=[C:26]([CH3:30])[N:25]=2)([C:17]2[CH:22]=[CH:21][CH:20]=[C:19]([CH3:23])[N:18]=2)O)[CH:12]=[CH:11][CH:10]=1.[OH-].[Na+]. Given the product [Br:8][C:9]1[N:14]=[C:13]([C:15]([C:24]2[CH:29]=[CH:28][CH:27]=[C:26]([CH3:30])[N:25]=2)([C:17]2[CH:22]=[CH:21][CH:20]=[C:19]([CH3:23])[N:18]=2)[F:5])[CH:12]=[CH:11][CH:10]=1, predict the reactants needed to synthesize it.